The task is: Predict the product of the given reaction.. This data is from Forward reaction prediction with 1.9M reactions from USPTO patents (1976-2016). (1) Given the reactants [CH3:1][C:2]1[S:3][CH:4]=[C:5]([CH3:7])[N:6]=1.C([Li])CCC.[CH3:13][O:14][CH2:15][C:16](OCC)=[O:17], predict the reaction product. The product is: [CH3:13][O:14][CH2:15][C:16]([CH2:1][C:2]1[S:3][CH:4]=[C:5]([CH3:7])[N:6]=1)=[O:17]. (2) Given the reactants [CH:1](NC(C)C)(C)C.C([Li])CCC.[Br:13][C:14]1[CH:19]=[CH:18][C:17]([C:20]([F:23])([F:22])[F:21])=[C:16]([F:24])[CH:15]=1, predict the reaction product. The product is: [Br:13][C:14]1[CH:19]=[CH:18][C:17]([C:20]([F:22])([F:21])[F:23])=[C:16]([F:24])[C:15]=1[CH3:1]. (3) Given the reactants [CH3:1][O:2][C:3]1[CH:8]=[CH:7][CH:6]=[CH:5][C:4]=1[OH:9].[CH3:10][C:11]([CH3:16])=[CH:12][C:13](O)=[O:14], predict the reaction product. The product is: [OH:9][C:4]1[CH:5]=[C:6]2[C:7](=[CH:8][C:3]=1[O:2][CH3:1])[C:13](=[O:14])[CH2:12][C:11]2([CH3:16])[CH3:10]. (4) Given the reactants [CH2:1]([O:8][C:9]1[CH:14]=[C:13](/[CH:15]=[CH:16]/[CH:17]2[CH2:21][CH2:20][NH:19][CH2:18]2)[CH:12]=[CH:11][C:10]=1[N:22]1[S:26](=[O:28])(=[O:27])[N:25]([CH2:29][CH2:30][Si:31]([CH3:34])([CH3:33])[CH3:32])[C:24](=[O:35])[CH2:23]1)[C:2]1[CH:7]=[CH:6][CH:5]=[CH:4][CH:3]=1.[C:36]1([S:42](Cl)(=[O:44])=[O:43])[CH:41]=[CH:40][CH:39]=[CH:38][CH:37]=1, predict the reaction product. The product is: [C:36]1([S:42]([N:19]2[CH2:20][CH2:21][CH:17](/[CH:16]=[CH:15]/[C:13]3[CH:12]=[CH:11][C:10]([N:22]4[S:26](=[O:27])(=[O:28])[N:25]([CH2:29][CH2:30][Si:31]([CH3:33])([CH3:32])[CH3:34])[C:24](=[O:35])[CH2:23]4)=[C:9]([O:8][CH2:1][C:2]4[CH:3]=[CH:4][CH:5]=[CH:6][CH:7]=4)[CH:14]=3)[CH2:18]2)(=[O:44])=[O:43])[CH:41]=[CH:40][CH:39]=[CH:38][CH:37]=1.